From a dataset of CYP1A2 inhibition data for predicting drug metabolism from PubChem BioAssay. Regression/Classification. Given a drug SMILES string, predict its absorption, distribution, metabolism, or excretion properties. Task type varies by dataset: regression for continuous measurements (e.g., permeability, clearance, half-life) or binary classification for categorical outcomes (e.g., BBB penetration, CYP inhibition). Dataset: cyp1a2_veith. (1) The compound is CS(=O)(=O)N1CCC[C@@]2(CCN(C(=O)Nc3ccccc3)C2)C1. The result is 0 (non-inhibitor). (2) The molecule is COC(=O)c1cccc(NC(=O)CCCOc2ccccc2)c1. The result is 1 (inhibitor). (3) The molecule is Cc1ccc(S(=O)(=O)N2CCC(C(=O)NCCCOC(C)C)CC2)cc1. The result is 0 (non-inhibitor). (4) The drug is N/C(=N\OC(=O)c1cc(-c2ccccc2)nc2ccccc12)c1ccc(Cl)cc1. The result is 1 (inhibitor). (5) The compound is O=C(Nc1cccc(F)c1)N1CCC2(CC1)CCN(C(=O)c1cccc(F)c1)CC2. The result is 0 (non-inhibitor). (6) The molecule is CNc1cc(-c2ccccc2C)ncn1. The result is 1 (inhibitor). (7) The compound is CCc1ccc(OP(C)(=O)O)cc1.N. The result is 0 (non-inhibitor).